Predict the reactants needed to synthesize the given product. From a dataset of Full USPTO retrosynthesis dataset with 1.9M reactions from patents (1976-2016). (1) The reactants are: [F:1][C:2]1[CH:7]=[CH:6][C:5]([S:8]([N:11]2[C:20]3[C:15](=[CH:16][C:17]([C:21]([OH:30])([C:26]([F:29])([F:28])[F:27])[C:22]([F:25])([F:24])[F:23])=[CH:18][CH:19]=3)[CH2:14][CH2:13][CH:12]2[CH2:31]C(O)=O)(=[O:10])=[O:9])=[CH:4][CH:3]=1.C([N:37]([CH2:40]C)CC)C.C1(P(N=[N+]=[N-])(C2C=CC=CC=2)=[O:49])C=CC=CC=1.[CH:59]1([NH2:62])[CH2:61][CH2:60]1. Given the product [CH:59]1([NH:62][C:40]([NH:37][CH2:31][CH:12]2[CH2:13][CH2:14][C:15]3[C:20](=[CH:19][CH:18]=[C:17]([C:21]([OH:30])([C:22]([F:23])([F:25])[F:24])[C:26]([F:27])([F:28])[F:29])[CH:16]=3)[N:11]2[S:8]([C:5]2[CH:6]=[CH:7][C:2]([F:1])=[CH:3][CH:4]=2)(=[O:9])=[O:10])=[O:49])[CH2:61][CH2:60]1, predict the reactants needed to synthesize it. (2) Given the product [Cl:1][C:2]1[CH:7]=[CH:6][C:5](/[CH:8]=[CH:9]/[C:10]2[O:11][CH:12]=[C:13]([CH2:15][O:38][C:35]3[CH:34]=[CH:33][C:32]([CH2:31][CH2:30][CH2:29][CH2:28][N:24]4[CH:25]=[CH:26][N:27]=[C:23]4[CH2:22][S:19]([CH3:18])(=[O:21])=[O:20])=[CH:37][CH:36]=3)[N:14]=2)=[CH:4][C:3]=1[F:17], predict the reactants needed to synthesize it. The reactants are: [Cl:1][C:2]1[CH:7]=[CH:6][C:5](/[CH:8]=[CH:9]/[C:10]2[O:11][CH:12]=[C:13]([CH2:15]Cl)[N:14]=2)=[CH:4][C:3]=1[F:17].[CH3:18][S:19]([CH2:22][C:23]1[N:24]([CH2:28][CH2:29][CH2:30][CH2:31][C:32]2[CH:37]=[CH:36][C:35]([OH:38])=[CH:34][CH:33]=2)[CH:25]=[CH:26][N:27]=1)(=[O:21])=[O:20].[H-].[Na+]. (3) Given the product [C:12]([O:11][C:9]([N:5]1[CH2:6][C@H:7]([CH3:8])[N:2]([C:18]2[CH:23]=[N:22][C:21]([N+:24]([O-:26])=[O:25])=[CH:20][CH:19]=2)[CH2:3][C@H:4]1[CH3:16])=[O:10])([CH3:15])([CH3:14])[CH3:13], predict the reactants needed to synthesize it. The reactants are: Cl[N:2]1[C@@H:7]([CH3:8])[CH2:6][N:5]([C:9]([O:11][C:12]([CH3:15])([CH3:14])[CH3:13])=[O:10])[C@H:4]([CH3:16])[CH2:3]1.Br[C:18]1[CH:19]=[CH:20][C:21]([N+:24]([O-:26])=[O:25])=[N:22][CH:23]=1. (4) Given the product [F:12][C:6]1[CH:5]=[CH:4][C:3]([O:2][CH3:1])=[CH:11][C:7]=1[C:8](=[CH:17][C:18]1[CH:23]=[CH:22][CH:21]=[CH:20][CH:19]=1)[C:9]#[N:10], predict the reactants needed to synthesize it. The reactants are: [CH3:1][O:2][C:3]1[CH:4]=[CH:5][C:6]([F:12])=[C:7]([CH:11]=1)[CH2:8][C:9]#[N:10].[O-]CC.[Na+].[CH:17](=O)[C:18]1[CH:23]=[CH:22][CH:21]=[CH:20][CH:19]=1. (5) Given the product [NH2:7][C@@H:8]([C:10]1[CH:11]=[CH:12][C:13]([NH:21][S:22]([CH3:25])(=[O:24])=[O:23])=[C:14]([CH:20]=1)[C:15]([O:17][CH2:18][CH3:19])=[O:16])[CH3:9], predict the reactants needed to synthesize it. The reactants are: C([S@]([NH:7][C@@H:8]([C:10]1[CH:11]=[CH:12][C:13]([NH:21][S:22]([CH3:25])(=[O:24])=[O:23])=[C:14]([CH:20]=1)[C:15]([O:17][CH2:18][CH3:19])=[O:16])[CH3:9])=O)(C)(C)C.Cl.CO. (6) Given the product [Cl:1][C:2]1[CH:3]=[CH:4][C:5]([CH2:8][CH2:9][O:10][C:11]2[N:12]=[C:13]([NH2:50])[C:14]3[N:15]=[CH:16][N:17]([C:48]=3[N:49]=2)[C@@H:18]2[O:47][C@H:37]([CH2:38][OH:39])[C@@H:28]([OH:29])[C@H:19]2[OH:20])=[CH:6][CH:7]=1, predict the reactants needed to synthesize it. The reactants are: [Cl:1][C:2]1[CH:7]=[CH:6][C:5]([CH2:8][CH2:9][O:10][C:11]2[N:12]=[C:13]([NH2:50])[C:14]3[N:15]=[CH:16][N:17]([C:48]=3[N:49]=2)[C@@H:18]2[O:47][C@H:37]([CH2:38][O:39][Si](C(C)(C)C)(C)C)[C@@H:28]([O:29][Si](C(C)(C)C)(C)C)[C@H:19]2[O:20][Si](C(C)(C)C)(C)C)=[CH:4][CH:3]=1.CCCC[N+](CCCC)(CCCC)CCCC.[F-].C1COCC1. (7) The reactants are: [NH2:1][C:2]1[CH:7]=[CH:6][C:5]([OH:8])=[C:4]([F:9])[C:3]=1[F:10].CC(C)([O-])C.[K+].[O:17]1[CH2:21][CH2:20][O:19][CH:18]1[C:22]1[CH:23]=[CH:24][C:25]([C:28]2[S:36][C:35]3[C:30](=[N:31][CH:32]=[CH:33][C:34]=3Cl)[CH:29]=2)=[N:26][CH:27]=1.O. Given the product [O:17]1[CH2:21][CH2:20][O:19][CH:18]1[C:22]1[CH:23]=[CH:24][C:25]([C:28]2[S:36][C:35]3[C:30](=[N:31][CH:32]=[CH:33][C:34]=3[O:8][C:5]3[CH:6]=[CH:7][C:2]([NH2:1])=[C:3]([F:10])[C:4]=3[F:9])[CH:29]=2)=[N:26][CH:27]=1, predict the reactants needed to synthesize it. (8) Given the product [Br:29][C:30]1[C:31]([F:56])=[CH:32][C:33]2[O:39][CH2:38][CH2:37][N:36]3[C:40]([CH2:47][C:48]4[N:52]([CH3:53])[N:51]=[CH:50][CH:49]=4)=[C:41]([C:43]([O:45][CH3:46])=[O:44])[N:42]=[C:35]3[C:34]=2[CH:55]=1, predict the reactants needed to synthesize it. The reactants are: BrC1C(F)=CC2C3CC(C3)N3C(CC4N(C)N=CC=4)=C(C(OC)=O)N=C3C=2C=1.[Br:29][C:30]1[C:31]([F:56])=[CH:32][C:33]2[O:39][CH2:38][CH2:37][N:36]3[C:40]([CH:47](O)[C:48]4[N:52]([CH3:53])[N:51]=[CH:50][CH:49]=4)=[C:41]([C:43]([O:45][CH3:46])=[O:44])[N:42]=[C:35]3[C:34]=2[CH:55]=1.CS(Cl)(=O)=O.[H][H]. (9) Given the product [CH2:1]([O:8][C:9]1[CH:14]=[CH:13][C:12]([C:15]2[C:20]([Cl:21])=[CH:19][C:18]([NH:22][C:23](=[O:28])[C:24]([F:26])([F:25])[F:27])=[C:17]([C:29]#[C:30][CH:31]([C:33]3[CH:34]=[CH:35][C:36]([CH3:43])=[C:37]([CH:42]=3)[C:38]([O:40][CH3:41])=[O:39])[O:32][C:46]([O:48][CH2:49][CH3:50])=[O:47])[CH:16]=2)=[C:11]([F:44])[CH:10]=1)[C:2]1[CH:3]=[CH:4][CH:5]=[CH:6][CH:7]=1, predict the reactants needed to synthesize it. The reactants are: [CH2:1]([O:8][C:9]1[CH:14]=[CH:13][C:12]([C:15]2[C:20]([Cl:21])=[CH:19][C:18]([NH:22][C:23](=[O:28])[C:24]([F:27])([F:26])[F:25])=[C:17]([C:29]#[C:30][CH:31]([C:33]3[CH:34]=[CH:35][C:36]([CH3:43])=[C:37]([CH:42]=3)[C:38]([O:40][CH3:41])=[O:39])[OH:32])[CH:16]=2)=[C:11]([F:44])[CH:10]=1)[C:2]1[CH:7]=[CH:6][CH:5]=[CH:4][CH:3]=1.Cl[C:46]([O:48][CH2:49][CH3:50])=[O:47]. (10) The reactants are: [F:1]C(F)(S(F)(=O)=O)C(F)(F)C(F)(F)C(F)(F)F.N12CCCN=C1CCCCC2.[Cl:29][C:30]1[CH:31]=[CH:32][C:33]([O:38][CH2:39][C@H:40](O)[CH2:41][O:42][C:43]([C:56]2[CH:61]=[CH:60][CH:59]=[CH:58][CH:57]=2)([C:50]2[CH:55]=[CH:54][CH:53]=[CH:52][CH:51]=2)[C:44]2[CH:49]=[CH:48][CH:47]=[CH:46][CH:45]=2)=[C:34]([CH:37]=1)[C:35]#[N:36].[OH-].[Na+]. Given the product [Cl:29][C:30]1[CH:31]=[CH:32][C:33]([O:38][CH2:39][C@@H:40]([F:1])[CH2:41][O:42][C:43]([C:56]2[CH:61]=[CH:60][CH:59]=[CH:58][CH:57]=2)([C:50]2[CH:55]=[CH:54][CH:53]=[CH:52][CH:51]=2)[C:44]2[CH:49]=[CH:48][CH:47]=[CH:46][CH:45]=2)=[C:34]([CH:37]=1)[C:35]#[N:36], predict the reactants needed to synthesize it.